This data is from Rat liver microsome stability data. The task is: Regression/Classification. Given a drug SMILES string, predict its absorption, distribution, metabolism, or excretion properties. Task type varies by dataset: regression for continuous measurements (e.g., permeability, clearance, half-life) or binary classification for categorical outcomes (e.g., BBB penetration, CYP inhibition). Dataset: rlm. (1) The drug is O=C(NCCC(c1ccccc1)c1ccccc1)c1ccncc1. The result is 1 (stable in rat liver microsomes). (2) The drug is CN(C)Cc1ccc(C(=O)Cn2ncc(OCc3ccc(Br)cn3)cc2=O)cc1. The result is 1 (stable in rat liver microsomes). (3) The molecule is N#Cc1ccccc1Cn1c(N2CCC[C@@H](N)C2)nc2ccccc2c1=O. The result is 1 (stable in rat liver microsomes). (4) The drug is C=C(C)[C@@H]1CC[C@]2(CNCCCN3CCN(C)CC3)CC[C@]3(C)[C@H](CC[C@@H]4[C@@]5(C)CC=C(c6ccc(C(=O)O)cc6)C(C)(C)[C@@H]5CC[C@]43C)[C@@H]12. The result is 0 (unstable in rat liver microsomes). (5) The molecule is Cn1c(=O)cc(N2CCC[C@@H](N)C2)n(Cc2cc(Cl)ccc2Cl)c1=O. The result is 1 (stable in rat liver microsomes).